Predict the reactants needed to synthesize the given product. From a dataset of Full USPTO retrosynthesis dataset with 1.9M reactions from patents (1976-2016). (1) Given the product [CH3:15][C:14]([CH3:29])([CH2:20][O:21][Si:22]([CH3:28])([CH3:27])[C:23]([CH3:26])([CH3:25])[CH3:24])[CH2:13][CH:10]1[CH2:11][O:12][C:8](=[S:7])[O:9]1, predict the reactants needed to synthesize it. The reactants are: O=C1OCCO1.[S:7]=[C:8]1[O:12][CH2:11][CH2:10][O:9]1.[CH3:13][C:14]([CH3:29])([CH2:20][O:21][Si:22]([CH3:28])([CH3:27])[C:23]([CH3:26])([CH3:25])[CH3:24])[CH2:15]C(O)CO.C(Cl)(Cl)=S.CN(C)C1C=CC=CC=1. (2) Given the product [F:23][C:22]1[C:17]([NH:16][C:13]2[C:14]3[CH2:15][N:8]([C:6]([O:5][C:1]([CH3:4])([CH3:3])[CH3:2])=[O:7])[C:9]([CH3:26])([CH3:25])[C:10]=3[NH:11][N:12]=2)=[N:18][C:19]([CH3:27])=[N:20][CH:21]=1, predict the reactants needed to synthesize it. The reactants are: [C:1]([O:5][C:6]([N:8]1[CH2:15][C:14]2[C:13]([NH:16][C:17]3[C:22]([F:23])=[CH:21][N:20]=[C:19](Cl)[N:18]=3)=[N:12][NH:11][C:10]=2[C:9]1([CH3:26])[CH3:25])=[O:7])([CH3:4])([CH3:3])[CH3:2].[CH3:27]B1OB(C)OB(C)O1.C(=O)([O-])[O-].[Cs+].[Cs+].O. (3) Given the product [CH2:15]([N:22]1[C:11]2[CH2:10][CH2:9][NH:8][CH2:13][C:12]=2[C:27]([C:28]2[CH:33]=[CH:32][CH:31]=[CH:30][CH:29]=2)=[C:26]1[CH3:34])[C:16]1[CH:21]=[CH:20][CH:19]=[CH:18][CH:17]=1, predict the reactants needed to synthesize it. The reactants are: C(OC([N:8]1[CH2:13][CH2:12][C:11](=O)[CH2:10][CH2:9]1)=O)(C)(C)C.[CH2:15]([NH2:22])[C:16]1[CH:21]=[CH:20][CH:19]=[CH:18][CH:17]=1.[N+]([C:26]([CH3:34])=[CH:27][C:28]1[CH:33]=[CH:32][CH:31]=[CH:30][CH:29]=1)([O-])=O. (4) Given the product [CH2:1]([O:8][C:9]1[C:17]([N+:27]([O-:29])=[O:28])=[C:13]([C:12]([O:18][CH3:19])=[CH:11][CH:10]=1)[C:14]([NH2:16])=[O:15])[C:2]1[CH:3]=[CH:4][CH:5]=[CH:6][CH:7]=1, predict the reactants needed to synthesize it. The reactants are: [CH2:1]([O:8][C:9]1[CH:10]=[CH:11][C:12]([O:18][CH3:19])=[C:13]([CH:17]=1)[C:14]([NH2:16])=[O:15])[C:2]1[CH:7]=[CH:6][CH:5]=[CH:4][CH:3]=1.CC(OC(C)=O)=O.[N+:27]([O-])([OH:29])=[O:28]. (5) Given the product [CH3:12][C:9]1[CH:10]=[CH:11][C:2]([O:1][CH2:26][C@@H:27]2[CH2:29][O:28]2)=[C:3]([CH:8]=1)[C:4]([O:6][CH3:7])=[O:5], predict the reactants needed to synthesize it. The reactants are: [OH:1][C:2]1[CH:11]=[CH:10][C:9]([CH3:12])=[CH:8][C:3]=1[C:4]([O:6][CH3:7])=[O:5].[N+](C1C=C(S(O[CH2:26][C@@H:27]2[CH2:29][O:28]2)(=O)=O)C=CC=1)([O-])=O.C(=O)([O-])[O-].[Cs+].[Cs+]. (6) Given the product [N:42]1[CH:43]=[CH:44][C:39]([CH2:38][N:27]2[CH2:28][CH2:29][CH:24]([NH:23][C:21]([C:18]3[CH:17]=[CH:16][C:15]4[NH:14][C:13]5[CH2:30][CH2:31][N:10]([CH2:9][C:8]6[CH:32]=[CH:33][C:5]([C:4]([F:3])([F:34])[F:35])=[CH:6][CH:7]=6)[CH2:11][C:12]=5[C:20]=4[CH:19]=3)=[O:22])[CH2:25][CH2:26]2)=[CH:40][CH:41]=1, predict the reactants needed to synthesize it. The reactants are: Cl.Cl.[F:3][C:4]([F:35])([F:34])[C:5]1[CH:33]=[CH:32][C:8]([CH2:9][N:10]2[CH2:31][CH2:30][C:13]3[NH:14][C:15]4[CH:16]=[CH:17][C:18]([C:21]([NH:23][CH:24]5[CH2:29][CH2:28][NH:27][CH2:26][CH2:25]5)=[O:22])=[CH:19][C:20]=4[C:12]=3[CH2:11]2)=[CH:7][CH:6]=1.Br.Br[CH2:38][C:39]1[CH:44]=[CH:43][N:42]=[CH:41][CH:40]=1.C(N(CC)CC)C.C(=O)(O)[O-].[Na+]. (7) Given the product [CH:12]1([NH:15][C:2]2[C:7]([N+:8]([O-:10])=[O:9])=[CH:6][CH:5]=[CH:4][C:3]=2[F:11])[CH2:14][CH2:13]1, predict the reactants needed to synthesize it. The reactants are: Br[C:2]1[C:7]([N+:8]([O-:10])=[O:9])=[CH:6][CH:5]=[CH:4][C:3]=1[F:11].[CH:12]1([NH2:15])[CH2:14][CH2:13]1.